This data is from Reaction yield outcomes from USPTO patents with 853,638 reactions. The task is: Predict the reaction yield, written as a fraction of the theoretical maximum amount of product (1.0 means a 100% yield; for example, 0.34 means a 34% yield). (1) The reactants are C([O-])([O-])=O.[K+].[K+].CN([CH:10]=[O:11])C.Br[C:13]1[CH:23]=[CH:22][C:16]([C:17]([O:19][CH2:20][CH3:21])=[O:18])=[CH:15][CH:14]=1. The catalyst is C1C=CC([P]([Pd]([P](C2C=CC=CC=2)(C2C=CC=CC=2)C2C=CC=CC=2)([P](C2C=CC=CC=2)(C2C=CC=CC=2)C2C=CC=CC=2)[P](C2C=CC=CC=2)(C2C=CC=CC=2)C2C=CC=CC=2)(C2C=CC=CC=2)C2C=CC=CC=2)=CC=1.O. The product is [CH2:20]([O:19][C:17]([C:16]1[CH:22]=[CH:23][C:13]([C:13]2[CH:23]=[CH:22][C:16]([CH:10]=[O:11])=[CH:15][CH:14]=2)=[CH:14][CH:15]=1)=[O:18])[CH3:21]. The yield is 0.930. (2) The catalyst is [OH-].[Na+]. The product is [Cl:1][C:2]1[CH:28]=[CH:27][C:5]2[S:6][CH:7]=[C:8]([CH2:9][N:10]3[C:18]4[C:13](=[CH:14][CH:15]=[CH:16][CH:17]=4)[C:12]([CH2:19][C:20]4[NH:26][C:24]([OH:25])=[N:23][N:22]=4)=[CH:11]3)[C:4]=2[CH:3]=1. The yield is 0.192. The reactants are [Cl:1][C:2]1[CH:28]=[CH:27][C:5]2[S:6][CH:7]=[C:8]([CH2:9][N:10]3[C:18]4[C:13](=[CH:14][CH:15]=[CH:16][CH:17]=4)[C:12]([CH2:19][C:20]([NH:22][NH:23][C:24]([NH2:26])=[O:25])=O)=[CH:11]3)[C:4]=2[CH:3]=1.Cl. (3) The reactants are [CH2:1]([C:3]1[C:12]2[C:7](=[CH:8][C:9]([O:15][CH3:16])=[C:10]([O:13][CH3:14])[CH:11]=2)[CH:6]=[C:5]([OH:17])[N:4]=1)[CH3:2].[ClH:18].[Cl:19][CH2:20][C:21]1[C:22]([NH:33][CH2:34][C:35]([F:38])([F:37])[F:36])=[N:23][C:24]2[C:29]([CH:30]=1)=[CH:28][C:27]([O:31][CH3:32])=[CH:26][CH:25]=2.[Li+].[OH-]. The catalyst is C1COCC1.C(Cl)Cl. The product is [ClH:19].[ClH:18].[CH2:1]([C:3]1[C:12]2[C:7](=[CH:8][C:9]([O:15][CH3:16])=[C:10]([O:13][CH3:14])[CH:11]=2)[C:6]([CH2:20][C:21]2[C:22]([NH:33][CH2:34][C:35]([F:38])([F:36])[F:37])=[N:23][C:24]3[C:29]([CH:30]=2)=[CH:28][C:27]([O:31][CH3:32])=[CH:26][CH:25]=3)=[C:5]([OH:17])[N:4]=1)[CH3:2]. The yield is 0.240. (4) The yield is 0.850. The product is [CH3:23][O:24][C:25]1[CH:26]=[C:27]([N:31]2[C:7]([C:9]3[CH:14]=[CH:13][CH:12]=[C:11]([C:15]([F:18])([F:17])[F:16])[CH:10]=3)=[CH:6][C:5]([C:4]([O:3][CH2:1][CH3:2])=[O:20])=[N:32]2)[CH:28]=[CH:29][CH:30]=1. The reactants are [CH2:1]([O:3][C:4](=[O:20])[C:5](=O)/[CH:6]=[C:7](/[C:9]1[CH:14]=[CH:13][CH:12]=[C:11]([C:15]([F:18])([F:17])[F:16])[CH:10]=1)\[O-])[CH3:2].[Li+].Cl.[CH3:23][O:24][C:25]1[CH:26]=[C:27]([NH:31][NH2:32])[CH:28]=[CH:29][CH:30]=1. No catalyst specified.